The task is: Predict the reaction yield, written as a fraction of the theoretical maximum amount of product (1.0 means a 100% yield; for example, 0.34 means a 34% yield).. This data is from Reaction yield outcomes from USPTO patents with 853,638 reactions. (1) The reactants are [CH3:1][C:2]1[CH:7]=[C:6]([N:8]2[CH2:13][CH2:12][O:11][CH2:10][CH2:9]2)[CH:5]=[C:4]([C:14]([F:17])([F:16])[F:15])[C:3]=1[NH2:18].[CH:19]1([CH2:24][C:25](Cl)=[O:26])[CH2:23][CH2:22][CH2:21][CH2:20]1. The catalyst is C(#N)C.C(OCC)(=O)C. The product is [CH:19]1([CH2:24][C:25]([NH:18][C:3]2[C:4]([C:14]([F:17])([F:16])[F:15])=[CH:5][C:6]([N:8]3[CH2:13][CH2:12][O:11][CH2:10][CH2:9]3)=[CH:7][C:2]=2[CH3:1])=[O:26])[CH2:23][CH2:22][CH2:21][CH2:20]1. The yield is 0.520. (2) The reactants are Cl.[C:2]1([C@@H:8]2[CH2:10][C@H:9]2[NH2:11])[CH:7]=[CH:6][CH:5]=[CH:4][CH:3]=1.[F:12][C:13]([F:23])([F:22])[C:14]1[CH:21]=[CH:20][C:17]([CH:18]=O)=[CH:16][CH:15]=1.[BH-](OC(C)=O)(OC(C)=O)OC(C)=O.[Na+]. The catalyst is C(Cl)Cl.O. The product is [C:2]1([C@@H:8]2[CH2:10][C@H:9]2[NH:11][CH2:18][C:17]2[CH:16]=[CH:15][C:14]([C:13]([F:12])([F:22])[F:23])=[CH:21][CH:20]=2)[CH:7]=[CH:6][CH:5]=[CH:4][CH:3]=1. The yield is 0.380. (3) The reactants are [CH3:1][O:2][C:3](=[O:22])/[C:4](/[CH2:13][C:14]1[CH:19]=[CH:18][C:17]([CH:20]=[O:21])=[CH:16][CH:15]=1)=[C:5](/[CH:10]([CH3:12])[CH3:11])\[C:6]([O:8][CH3:9])=[O:7].[O:23]1CCOCC1.O.Cl([O-])=O.[Na+]. The catalyst is CCCCCC.C(OCC)(=O)C. The product is [CH3:1][O:2][C:3](=[O:22])/[C:4](/[CH2:13][C:14]1[CH:19]=[CH:18][C:17]([C:20]([OH:23])=[O:21])=[CH:16][CH:15]=1)=[C:5](/[CH:10]([CH3:11])[CH3:12])\[C:6]([O:8][CH3:9])=[O:7]. The yield is 0.960. (4) The reactants are CC(C)([O-])C.[K+].[Br:7][C:8]1[CH:16]=[C:15]2[C:11]([CH2:12][CH2:13][C:14]2=[O:17])=[CH:10][CH:9]=1.Br[CH2:19][CH2:20][O:21][CH2:22][CH2:23]Br. The catalyst is CC(O)(C)C.CC1CCCO1. The product is [Br:7][C:8]1[CH:16]=[C:15]2[C:11]([CH2:12][C:13]3([C:14]2=[O:17])[CH2:23][CH2:22][O:21][CH2:20][CH2:19]3)=[CH:10][CH:9]=1. The yield is 0.240. (5) The reactants are Cl.[F:2][C:3]1[CH:4]=[C:5]2[C:10](=[CH:11][CH:12]=1)[O:9][CH2:8][CH:7]=[C:6]2[CH2:13][NH2:14]. The catalyst is CO.CC(O)=O.[Ni]. The product is [F:2][C:3]1[CH:4]=[C:5]2[C:10](=[CH:11][CH:12]=1)[O:9][CH2:8][CH2:7][CH:6]2[CH2:13][NH2:14]. The yield is 0.360. (6) The reactants are C[O:2][C:3](=[O:31])[CH2:4][CH2:5][C:6]12[CH2:13][C:10]([C:14]3[NH:22][C:21]4[C:20](=[O:23])[N:19]([CH2:24][CH2:25][CH3:26])[C:18](=[O:27])[N:17]([CH2:28][CH2:29][CH3:30])[C:16]=4[N:15]=3)([CH2:11][CH2:12]1)[CH2:9][CH2:8][CH2:7]2.[OH-].[Na+]. The catalyst is C1COCC1. The product is [O:27]=[C:18]1[N:17]([CH2:28][CH2:29][CH3:30])[C:16]2[N:15]=[C:14]([C:10]34[CH2:13][C:6]([CH2:5][CH2:4][C:3]([OH:31])=[O:2])([CH2:12][CH2:11]3)[CH2:7][CH2:8][CH2:9]4)[NH:22][C:21]=2[C:20](=[O:23])[N:19]1[CH2:24][CH2:25][CH3:26]. The yield is 0.320. (7) The reactants are I[C:2]1[CH:7]=[CH:6][C:5]([CH:8]([CH3:17])[CH2:9][NH:10][S:11]([CH:14]([CH3:16])[CH3:15])(=[O:13])=[O:12])=[CH:4][CH:3]=1.[C:18]([OH:24])#[C:19][CH2:20][CH2:21][CH2:22][CH3:23].CCN(CC)CC. The catalyst is C1COCC1.Cl[Pd](Cl)([P](C1C=CC=CC=1)(C1C=CC=CC=1)C1C=CC=CC=1)[P](C1C=CC=CC=1)(C1C=CC=CC=1)C1C=CC=CC=1.[Cu]I. The product is [OH:24][CH2:18][CH2:19][CH2:20][CH2:21][C:22]#[C:23][C:2]1[CH:7]=[CH:6][C:5]([CH:8]([CH3:17])[CH2:9][NH:10][S:11]([CH:14]([CH3:16])[CH3:15])(=[O:13])=[O:12])=[CH:4][CH:3]=1. The yield is 0.590.